This data is from Catalyst prediction with 721,799 reactions and 888 catalyst types from USPTO. The task is: Predict which catalyst facilitates the given reaction. (1) Reactant: C(OC([NH:8][C:9]1[C:10]([N:27]2[CH2:32][CH2:31][CH2:30][C@H:29]([NH:33][C:34](=[O:40])[O:35][C:36]([CH3:39])([CH3:38])[CH3:37])[CH2:28]2)=[C:11]2[CH:17]=[N:16][N:15]([CH2:18][C:19]3[CH:24]=[CH:23][C:22]([O:25][CH3:26])=[CH:21][CH:20]=3)[C:12]2=[N:13][CH:14]=1)=O)(C)(C)C.Cl.O1CCOCC1.C(OC(OC(C)(C)C)=O)(OC(C)(C)C)=O.C(N(CC)CC)C. Product: [NH2:8][C:9]1[C:10]([N:27]2[CH2:32][CH2:31][CH2:30][C@H:29]([NH:33][C:34](=[O:40])[O:35][C:36]([CH3:38])([CH3:37])[CH3:39])[CH2:28]2)=[C:11]2[CH:17]=[N:16][N:15]([CH2:18][C:19]3[CH:24]=[CH:23][C:22]([O:25][CH3:26])=[CH:21][CH:20]=3)[C:12]2=[N:13][CH:14]=1. The catalyst class is: 49. (2) Reactant: [F:1][C:2]1[C:3]([O:21][CH3:22])=[C:4]2[CH:10]=[CH:9][N:8]([S:11]([C:14]3[CH:20]=[CH:19][C:17]([CH3:18])=[CH:16][CH:15]=3)(=[O:13])=[O:12])[C:5]2=[N:6][CH:7]=1.[Br:23]Br. Product: [F:1][C:2]1[C:3]([O:21][CH3:22])=[C:4]2[C:10]([Br:23])=[CH:9][N:8]([S:11]([C:14]3[CH:20]=[CH:19][C:17]([CH3:18])=[CH:16][CH:15]=3)(=[O:13])=[O:12])[C:5]2=[N:6][CH:7]=1. The catalyst class is: 146. (3) Reactant: C(OC(=O)[NH:7][C:8]1[CH:13]=[CH:12][C:11]([CH:14]2[CH2:16][CH2:15]2)=[CH:10][C:9]=1[CH2:17][C:18](=O)[C:19]1[CH:24]=[CH:23][CH:22]=[CH:21][CH:20]=1)(C)(C)C.FC(F)(F)C(O)=O. Product: [CH:14]1([C:11]2[CH:10]=[C:9]3[C:8](=[CH:13][CH:12]=2)[NH:7][C:18]([C:19]2[CH:24]=[CH:23][CH:22]=[CH:21][CH:20]=2)=[CH:17]3)[CH2:16][CH2:15]1. The catalyst class is: 4. (4) Reactant: [F:1][C:2]1[CH:7]=[CH:6][CH:5]=[CH:4][C:3]=1[C:8]1[N:9]=[N:10][N:11]([CH3:13])[CH:12]=1.C([Li])CCC.CN([CH:22]=[O:23])C. Product: [F:1][C:2]1[CH:7]=[CH:6][CH:5]=[CH:4][C:3]=1[C:8]1[N:9]=[N:10][N:11]([CH3:13])[C:12]=1[CH:22]=[O:23]. The catalyst class is: 1. (5) Reactant: Br[CH2:2][C:3]([C:5]1[CH:10]=[CH:9][C:8]([F:11])=[CH:7][CH:6]=1)=O.C([O:14][CH:15](OCC)[C:16]([NH2:18])=[S:17])C. Product: [F:11][C:8]1[CH:9]=[CH:10][C:5]([C:3]2[N:18]=[C:16]([CH:15]=[O:14])[S:17][CH:2]=2)=[CH:6][CH:7]=1. The catalyst class is: 8. (6) Reactant: [OH-].[Na+].CO.[CH3:5][O:6][C@@H:7]([CH2:12][C:13]1[CH:18]=[CH:17][C:16]([O:19][CH3:20])=[CH:15][CH:14]=1)[C:8]([O:10]C)=[O:9]. Product: [CH3:5][O:6][C@@H:7]([CH2:12][C:13]1[CH:14]=[CH:15][C:16]([O:19][CH3:20])=[CH:17][CH:18]=1)[C:8]([OH:10])=[O:9]. The catalyst class is: 6. (7) Reactant: [OH-:1].[Na+].C[O:4][C:5](=[O:36])/[C:6](/[NH:15][C:16](=[O:35])[C:17]1[CH:22]=[CH:21][C:20]([CH2:23]/[CH:24]=[C:25](/O)\[C:26]2[CH:31]=[CH:30][CH:29]=[C:28]([OH:32])[CH:27]=2)=[CH:19][C:18]=1[Cl:34])=[CH:7]/[C:8]1[S:12][C:11]([CH3:13])=[N:10][C:9]=1[CH3:14].Cl. Product: [Cl:34][C:18]1[CH:19]=[C:20]([CH:23]([OH:1])/[CH:24]=[CH:25]/[C:26]2[CH:31]=[CH:30][CH:29]=[C:28]([OH:32])[CH:27]=2)[CH:21]=[CH:22][C:17]=1[C:16]([NH:15]/[C:6](=[CH:7]\[C:8]1[S:12][C:11]([CH3:13])=[N:10][C:9]=1[CH3:14])/[C:5]([OH:4])=[O:36])=[O:35]. The catalyst class is: 6. (8) Reactant: Br[C:2]1[CH:14]=[CH:13][C:5]2[O:6][C:7]([CH3:12])([CH3:11])[C:8](=[O:10])[NH:9][C:4]=2[CH:3]=1.[CH3:15][C:16]1([CH3:32])[C:20]([CH3:22])([CH3:21])[O:19][B:18]([B:18]2[O:19][C:20]([CH3:22])([CH3:21])[C:16]([CH3:32])([CH3:15])[O:17]2)[O:17]1.C([O-])(=O)C.[K+]. Product: [CH3:11][C:7]1([CH3:12])[O:6][C:5]2[CH:13]=[CH:14][C:2]([B:18]3[O:19][C:20]([CH3:22])([CH3:21])[C:16]([CH3:32])([CH3:15])[O:17]3)=[CH:3][C:4]=2[NH:9][C:8]1=[O:10]. The catalyst class is: 75.